This data is from Forward reaction prediction with 1.9M reactions from USPTO patents (1976-2016). The task is: Predict the product of the given reaction. (1) Given the reactants [Cl:1][C:2]1[CH:3]=[CH:4][C:5]2[O:18][CH:17]([C:19]([O:21]CC)=[O:20])[N:8]3[C:9]4[CH:10]=[CH:11][CH:12]=[C:13]([F:16])[C:14]=4[CH:15]=[C:7]3[C:6]=2[N:24]=1.[Li+].[OH-].Cl, predict the reaction product. The product is: [Cl:1][C:2]1[CH:3]=[CH:4][C:5]2[O:18][CH:17]([C:19]([OH:21])=[O:20])[N:8]3[C:9]4[CH:10]=[CH:11][CH:12]=[C:13]([F:16])[C:14]=4[CH:15]=[C:7]3[C:6]=2[N:24]=1. (2) Given the reactants [CH3:1][O:2][C:3]1[CH:8]=[CH:7][CH:6]=[CH:5][C:4]=1[C:9]1[O:10][C:11]([C:17]([F:20])([F:19])[F:18])=[C:12]([C:14]([OH:16])=O)[N:13]=1.[CH3:21][O:22][CH2:23][CH2:24][N:25]([CH3:33])[C:26]1[CH:31]=[CH:30][C:29]([NH2:32])=[CH:28][N:27]=1, predict the reaction product. The product is: [CH3:21][O:22][CH2:23][CH2:24][N:25]([CH3:33])[C:26]1[N:27]=[CH:28][C:29]([NH:32][C:14]([C:12]2[N:13]=[C:9]([C:4]3[CH:5]=[CH:6][CH:7]=[CH:8][C:3]=3[O:2][CH3:1])[O:10][C:11]=2[C:17]([F:20])([F:19])[F:18])=[O:16])=[CH:30][CH:31]=1. (3) The product is: [Cl:1][C:2]1[C:3]([NH:13][C:14]2[CH:19]=[N:18][CH:17]=[C:16]([C:20]3[CH:25]=[CH:24][C:23]([OH:26])=[CH:22][CH:21]=3)[N:15]=2)=[CH:4][C:5]([O:11][CH3:12])=[C:6]([CH:10]=1)[C:7]([N:31]([CH2:30][CH2:29][N:28]([CH3:33])[CH3:27])[CH3:32])=[O:9]. Given the reactants [Cl:1][C:2]1[C:3]([NH:13][C:14]2[CH:19]=[N:18][CH:17]=[C:16]([C:20]3[CH:25]=[CH:24][C:23]([OH:26])=[CH:22][CH:21]=3)[N:15]=2)=[CH:4][C:5]([O:11][CH3:12])=[C:6]([CH:10]=1)[C:7]([OH:9])=O.[CH3:27][N:28]([CH3:33])[CH2:29][CH2:30][NH:31][CH3:32].C(N(CC)CC)C.CN(C(ON1N=NC2C=CC=CC1=2)=[N+](C)C)C.[B-](F)(F)(F)F, predict the reaction product. (4) Given the reactants Br[C:2]1[CH:7]=[CH:6][CH:5]=[CH:4][C:3]=1[O:8][CH2:9][CH2:10][O:11][CH2:12][CH2:13][O:14][CH3:15].N#N.[S:18]1[CH:22]=[CH:21][C:20](B(O)O)=[CH:19]1, predict the reaction product. The product is: [CH3:15][O:14][CH2:13][CH2:12][O:11][CH2:10][CH2:9][O:8][C:3]1[CH:4]=[CH:5][CH:6]=[CH:7][C:2]=1[C:20]1[CH:21]=[CH:22][S:18][CH:19]=1. (5) The product is: [Cl:14][C:15]1[C:16]([C@@:21]([NH:22][S@@:23]([C:25]([CH3:28])([CH3:27])[CH3:26])=[O:24])([C:29]2[CH:34]=[CH:33][C:32]([O:35][C:36]([F:37])([F:38])[F:39])=[C:31]([F:40])[CH:30]=2)[CH2:2][C:1]([O:4][CH3:5])=[O:3])=[N:17][CH:18]=[CH:19][N:20]=1. Given the reactants [C:1]([O:4][CH3:5])(=[O:3])[CH3:2].C([N-]C(C)C)(C)C.[Li+].[Cl:14][C:15]1[C:16](/[C:21](/[C:29]2[CH:34]=[CH:33][C:32]([O:35][C:36]([F:39])([F:38])[F:37])=[C:31]([F:40])[CH:30]=2)=[N:22]\[S@@:23]([C:25]([CH3:28])([CH3:27])[CH3:26])=[O:24])=[N:17][CH:18]=[CH:19][N:20]=1, predict the reaction product. (6) Given the reactants Cl.[CH:2]1([CH2:5][O:6][C:7]2[CH:12]=[CH:11][C:10]([F:13])=[CH:9][C:8]=2[C:14]2[C:15]3[NH:22][C:21]([CH3:23])=[C:20]([C:24]([NH:26][C@@H:27]4[CH2:32][CH2:31][NH:30][CH2:29][C@H:28]4[OH:33])=[O:25])[C:16]=3[N:17]=[CH:18][N:19]=2)[CH2:4][CH2:3]1.[CH3:34][O:35][CH2:36][C:37](Cl)=[O:38], predict the reaction product. The product is: [CH:2]1([CH2:5][O:6][C:7]2[CH:12]=[CH:11][C:10]([F:13])=[CH:9][C:8]=2[C:14]2[C:15]3[NH:22][C:21]([CH3:23])=[C:20]([C:24]([NH:26][C@@H:27]4[CH2:32][CH2:31][N:30]([C:37](=[O:38])[CH2:36][O:35][CH3:34])[CH2:29][C@H:28]4[OH:33])=[O:25])[C:16]=3[N:17]=[CH:18][N:19]=2)[CH2:4][CH2:3]1. (7) Given the reactants C([O:4][C@@H:5]1[C@@H:18]([O:19]C(=O)C)[C@H:17]([O:23]C(=O)C)[CH2:16][S:15][C@H:6]1[O:7][C:8]1[CH:9]=[N:10][CH:11]=[C:12](Br)[CH:13]=1)(=O)C.[CH3:27][C:28]1[CH:33]=[C:32](B(O)O)[CH:31]=[CH:30][N:29]=1, predict the reaction product. The product is: [O:7]([C:8]1[CH:9]=[N:10][CH:11]=[C:12]([C:32]2[CH:31]=[CH:30][N:29]=[C:28]([CH3:27])[CH:33]=2)[CH:13]=1)[C@@H:6]1[S:15][CH2:16][C@@H:17]([OH:23])[C@H:18]([OH:19])[C@H:5]1[OH:4]. (8) Given the reactants Cl[C:2]([C:4]1[CH:5]=[C:6]2[C:10](=[CH:11][C:12]=1[OH:13])[NH:9][N:8]=[C:7]2[CH2:14][C:15]1[CH:20]=[CH:19][CH:18]=[C:17](C)C=1)=[O:3].[CH3:22][NH:23][CH2:24][CH2:25][CH2:26][CH3:27].[CH2:28](N(C(C)C)C(C)C)C, predict the reaction product. The product is: [CH2:24]([N:23]([CH3:22])[C:2]([C:4]1[CH:5]=[C:6]2[C:10](=[CH:11][C:12]=1[OH:13])[NH:9][N:8]=[C:7]2[C:14]1[CH:15]=[CH:20][CH:19]=[C:18]([CH3:17])[CH:28]=1)=[O:3])[CH2:25][CH2:26][CH3:27]. (9) Given the reactants [CH2:1]([O:8][C:9](=[O:47])[NH:10][C@H:11]([C:13](=[O:46])[NH:14][C@H:15]([C:23](=[O:45])[NH:24][C@@H:25]([CH2:38][C:39]1[CH:44]=[CH:43][CH:42]=[CH:41][CH:40]=1)[CH:26]([C:28](=[O:37])[NH:29][CH2:30][C:31]1[CH:36]=[CH:35][CH:34]=[CH:33][CH:32]=1)[OH:27])[CH2:16][C:17]1[CH:22]=[CH:21][N:20]=[CH:19][CH:18]=1)[CH3:12])[C:2]1[CH:7]=[CH:6][CH:5]=[CH:4][CH:3]=1.CC(OI1(OC(C)=O)(OC(C)=O)OC(=O)C2C=CC=CC1=2)=O, predict the reaction product. The product is: [CH2:1]([O:8][C:9](=[O:47])[NH:10][C@H:11]([C:13](=[O:46])[NH:14][C@H:15]([C:23](=[O:45])[NH:24][C@@H:25]([CH2:38][C:39]1[CH:40]=[CH:41][CH:42]=[CH:43][CH:44]=1)[C:26]([C:28](=[O:37])[NH:29][CH2:30][C:31]1[CH:32]=[CH:33][CH:34]=[CH:35][CH:36]=1)=[O:27])[CH2:16][C:17]1[CH:18]=[CH:19][N:20]=[CH:21][CH:22]=1)[CH3:12])[C:2]1[CH:3]=[CH:4][CH:5]=[CH:6][CH:7]=1.